Dataset: Full USPTO retrosynthesis dataset with 1.9M reactions from patents (1976-2016). Task: Predict the reactants needed to synthesize the given product. (1) Given the product [NH:1]1[C:5]2[CH:6]=[CH:7][CH:8]=[CH:9][C:4]=2[N:3]=[C:2]1[C:43]([C:44]1[CH:49]=[CH:48][C:47]([O:50][C:51]2[C:56]([CH:57]3[CH2:62][CH2:61][S:60][CH2:59][CH2:58]3)=[N:55][CH:54]=[CH:53][N:52]=2)=[CH:46][CH:45]=1)=[O:63], predict the reactants needed to synthesize it. The reactants are: [NH:1]1[C:5]2[CH:6]=[CH:7][CH:8]=[CH:9][C:4]=2[N:3]=[CH:2]1.C(OC(OC(C)C)OC(C)C)(C)C.C1(S(O)(=O)=O)C=CC=CC=1.C(NC(C)C)(C)C.CON(C)[C:43](=[O:63])[C:44]1[CH:49]=[CH:48][C:47]([O:50][C:51]2[C:56]([CH:57]3[CH2:62][CH2:61][S:60][CH2:59][CH2:58]3)=[N:55][CH:54]=[CH:53][N:52]=2)=[CH:46][CH:45]=1.[Li+].CC([N-]C(C)C)C. (2) Given the product [Cl:2][C:3]1[CH:19]=[CH:18][C:6]2[NH:7][C:8]([C:10]3([C:16]#[N:17])[CH2:15][CH2:14][N:13]([C:21]4[N:29]=[CH:28][N:27]=[C:26]5[C:22]=4[N:23]=[CH:24][NH:25]5)[CH2:12][CH2:11]3)=[N:9][C:5]=2[CH:4]=1, predict the reactants needed to synthesize it. The reactants are: Cl.[Cl:2][C:3]1[CH:19]=[CH:18][C:6]2[NH:7][C:8]([C:10]3([C:16]#[N:17])[CH2:15][CH2:14][NH:13][CH2:12][CH2:11]3)=[N:9][C:5]=2[CH:4]=1.Cl[C:21]1[N:29]=[CH:28][N:27]=[C:26]2[C:22]=1[NH:23][CH:24]=[N:25]2.C(N(CC)CC)C. (3) Given the product [N:31]1([CH2:42][CH2:41][CH2:40][O:18][C:15]2[CH:16]=[C:17]3[C:12](=[CH:13][CH:14]=2)[C@@H:11]2[CH2:19][CH2:20][CH2:21][N:10]2[CH2:9][C@H:8]3[C:5]2[CH:4]=[CH:3][C:8]([C:9]#[N:10])=[CH:5][CH:6]=2)[CH2:30][CH2:29][CH2:38][CH2:33][CH2:32]1, predict the reactants needed to synthesize it. The reactants are: BrC1C=[CH:6][C:5]([C@H:8]2[C:17]3[C:12](=[CH:13][CH:14]=[C:15]([OH:18])[CH:16]=3)[C@@H:11]3[CH2:19][CH2:20][C:21](=O)[N:10]3[CH2:9]2)=[CH:4][CH:3]=1.C1([C@H:29]2[C:38]3[C:33](=CC=C(O)C=3)[C@@H:32]3[CH2:40][CH2:41][C:42](=O)[N:31]3[CH2:30]2)C=CC=CC=1. (4) The reactants are: [N:1]([CH2:4][C:5]1[CH:6]=[C:7]([C:11]2[N:15]=[CH:14][N:13]([C:16]3[CH:21]=[CH:20][C:19]([O:22][C:23]([F:26])([F:25])[F:24])=[CH:18][CH:17]=3)[N:12]=2)[CH:8]=[CH:9][CH:10]=1)=[C:2]=[O:3].[Cl:27][C:28]1[CH:29]=[CH:30][C:31]([CH:38]([CH3:40])[CH3:39])=[C:32]([NH:34][C:35]([NH2:37])=[S:36])[CH:33]=1. Given the product [Cl:27][C:28]1[CH:29]=[CH:30][C:31]([CH:38]([CH3:40])[CH3:39])=[C:32]([NH:34][C:35]([NH:37][C:2]([NH:1][CH2:4][C:5]2[CH:10]=[CH:9][CH:8]=[C:7]([C:11]3[N:15]=[CH:14][N:13]([C:16]4[CH:21]=[CH:20][C:19]([O:22][C:23]([F:25])([F:24])[F:26])=[CH:18][CH:17]=4)[N:12]=3)[CH:6]=2)=[O:3])=[S:36])[CH:33]=1, predict the reactants needed to synthesize it. (5) Given the product [Br:7][C:8]1[CH:15]=[CH:14][C:13]([OH:16])=[CH:12][C:9]=1[CH2:10][N:1]1[CH2:6][CH2:5][O:4][CH2:3][CH2:2]1, predict the reactants needed to synthesize it. The reactants are: [NH:1]1[CH2:6][CH2:5][O:4][CH2:3][CH2:2]1.[Br:7][C:8]1[CH:15]=[CH:14][C:13]([OH:16])=[CH:12][C:9]=1[CH:10]=O.C(O[BH-](OC(=O)C)OC(=O)C)(=O)C.[Na+]. (6) Given the product [CH3:29][N:30]([CH3:31])[C:2]1[N:7]=[C:6]([C:8]([NH:10][C:11]2[CH:19]=[C:18]([C:20]3[CH:28]=[CH:27][CH:26]=[C:25]4[C:21]=3[CH:22]=[CH:23][NH:24]4)[CH:17]=[C:16]3[C:12]=2[CH:13]=[N:14][NH:15]3)=[O:9])[CH:5]=[CH:4][CH:3]=1, predict the reactants needed to synthesize it. The reactants are: Cl[C:2]1[N:7]=[C:6]([C:8]([NH:10][C:11]2[CH:19]=[C:18]([C:20]3[CH:28]=[CH:27][CH:26]=[C:25]4[C:21]=3[CH:22]=[CH:23][NH:24]4)[CH:17]=[C:16]3[C:12]=2[CH:13]=[N:14][NH:15]3)=[O:9])[CH:5]=[CH:4][CH:3]=1.[CH3:29][NH:30][CH3:31].CCN(C(C)C)C(C)C.